Predict the product of the given reaction. From a dataset of Forward reaction prediction with 1.9M reactions from USPTO patents (1976-2016). (1) Given the reactants Br[CH:2]([C:7]1[CH:12]=[CH:11][CH:10]=[CH:9][CH:8]=1)[C:3](OC)=O.[C:13]([O-:16])([O-])=O.[Cs+].[Cs+].O1[C:23]2[CH:24]=[CH:25][CH:26]=[CH:27][C:22]=2C=N1.[OH2:28].CN([CH:32]=[O:33])C, predict the reaction product. The product is: [OH:28][C:9]1[C:8]([CH2:7][CH:2]=[CH2:3])=[C:13]([OH:16])[CH:12]=[CH:11][C:10]=1[C:32]([C:22]1[CH:23]=[CH:24][CH:25]=[CH:26][CH:27]=1)=[O:33]. (2) Given the reactants Cl.[NH2:2][OH:3].C[O-].[Na+].[OH:7][C@H:8]([CH3:31])[C@H:9]([NH:14][C:15]([C:17]1[CH:22]=[CH:21][C:20]([C:23]([C:25]2[CH:30]=[CH:29][CH:28]=[CH:27][CH:26]=2)=[O:24])=[CH:19][CH:18]=1)=[O:16])[C:10](OC)=[O:11].Cl, predict the reaction product. The product is: [C:23]([C:20]1[CH:21]=[CH:22][C:17]([C:15]([NH:14][C@H:9]([C:10]([NH:2][OH:3])=[O:11])[C@H:8]([OH:7])[CH3:31])=[O:16])=[CH:18][CH:19]=1)(=[O:24])[C:25]1[CH:30]=[CH:29][CH:28]=[CH:27][CH:26]=1. (3) Given the reactants [C:1]1([C@@H:7]2[CH2:9][C@H:8]2[NH:10][C:11]2[C:12]3[N:23]=[N:22][N:21]([C@@H:24]4[C:28]5([CH2:30][CH2:29]5)[C@H:27]([OH:31])[C@@H:26](O)[C@H:25]4O)[C:13]=3[N:14]=[C:15]([S:17][CH2:18][CH2:19][CH3:20])[N:16]=2)[CH:6]=[CH:5][CH:4]=[CH:3][CH:2]=1.C1([C@@H]2C[C@H]2N)C=CC=CC=1.[OH:44][CH:45](C(O)C([O-])=O)[C:46]([O-])=O.C(N(CC)C(C)C)(C)C, predict the reaction product. The product is: [C:45]([O:31][C@@H:27]1[CH:26]=[CH:25][C@H:24]([N:21]2[C:13]3[N:14]=[C:15]([S:17][CH2:18][CH2:19][CH3:20])[N:16]=[C:11]([NH:10][C@@H:8]4[CH2:9][C@H:7]4[C:1]4[CH:2]=[CH:3][CH:4]=[CH:5][CH:6]=4)[C:12]=3[N:23]=[N:22]2)[C:28]21[CH2:29][CH2:30]2)(=[O:44])[CH3:46].